Dataset: Reaction yield outcomes from USPTO patents with 853,638 reactions. Task: Predict the reaction yield, written as a fraction of the theoretical maximum amount of product (1.0 means a 100% yield; for example, 0.34 means a 34% yield). (1) The reactants are Cl[C:2]1[N:7]=[N:6][C:5]([C:8]2[CH:17]=[CH:16][C:11]([C:12]([NH:14][CH3:15])=[O:13])=[C:10]([F:18])[CH:9]=2)=[CH:4][CH:3]=1.O.[NH2:20][NH2:21]. The catalyst is N1C=CC=CC=1. The product is [F:18][C:10]1[CH:9]=[C:8]([C:5]2[N:6]=[N:7][C:2]([NH:20][NH2:21])=[CH:3][CH:4]=2)[CH:17]=[CH:16][C:11]=1[C:12]([NH:14][CH3:15])=[O:13]. The yield is 0.840. (2) The reactants are [F:1][C:2]1[CH:7]=[CH:6][CH:5]=[C:4]([F:8])[C:3]=1[N:9]1[C:14]2[N:15]=[C:16]([NH:28][CH2:29][CH2:30][N:31]([CH3:33])[CH3:32])[N:17]=[C:18]([C:19]3[CH:20]=[C:21]([CH:25]=[CH:26][CH:27]=3)[C:22](O)=[O:23])[C:13]=2[CH2:12][NH:11][C:10]1=[O:34].[F:35][C:36]1[CH:42]=[CH:41][C:39]([NH2:40])=[CH:38][CH:37]=1.CN(C(ON1N=NC2C=CC=NC1=2)=[N+](C)C)C.F[P-](F)(F)(F)(F)F.C(N(C(C)C)CC)(C)C. The catalyst is C(Cl)Cl.O. The product is [F:8][C:4]1[CH:5]=[CH:6][CH:7]=[C:2]([F:1])[C:3]=1[N:9]1[C:14]2[N:15]=[C:16]([NH:28][CH2:29][CH2:30][N:31]([CH3:33])[CH3:32])[N:17]=[C:18]([C:19]3[CH:20]=[C:21]([CH:25]=[CH:26][CH:27]=3)[C:22]([NH:40][C:39]3[CH:41]=[CH:42][C:36]([F:35])=[CH:37][CH:38]=3)=[O:23])[C:13]=2[CH2:12][NH:11][C:10]1=[O:34]. The yield is 0.720. (3) The reactants are [CH3:1][C:2]1[C:7]([N:8]2[CH2:13][CH2:12]N[CH2:10][CH2:9]2)=[C:6]([CH3:14])[CH:5]=[C:4]([CH3:15])[C:3]=1[NH2:16].[CH3:17]CN(C(C)C)C(C)C.ClC(Cl)(O[C:30](=[O:36])OC(Cl)(Cl)Cl)Cl.[CH2:38]([N:45]1[CH2:50][CH2:49][N:48]([CH2:51][CH2:52][NH2:53])[CH2:47][CH2:46]1)[C:39]1[CH:44]=[CH:43][CH:42]=[CH:41][CH:40]=1. The catalyst is ClCCCl. The product is [CH2:38]([N:45]1[CH2:46][CH2:47][N:48]([CH2:51][CH2:52][NH:53][C:30]([NH:16][C:3]2[C:4]([CH3:15])=[CH:5][C:6]([CH3:14])=[C:7]([N:8]3[CH2:9][CH2:10][CH2:17][CH2:12][CH2:13]3)[C:2]=2[CH3:1])=[O:36])[CH2:49][CH2:50]1)[C:39]1[CH:40]=[CH:41][CH:42]=[CH:43][CH:44]=1. The yield is 0.640. (4) The reactants are C([O:8][C:9]1[CH:10]=[C:11]([CH:23]=[C:24]([O:26][C@@H:27]([CH3:37])[CH2:28][O:29][Si:30]([C:33]([CH3:36])([CH3:35])[CH3:34])([CH3:32])[CH3:31])[CH:25]=1)[C:12]([NH:14][C:15]1[CH:19]=[CH:18][N:17]([CH:20]([CH3:22])[CH3:21])[N:16]=1)=[O:13])C1C=CC=CC=1. The catalyst is C1COCC1. The product is [Si:30]([O:29][CH2:28][C@H:27]([CH3:37])[O:26][C:24]1[CH:23]=[C:11]([CH:10]=[C:9]([OH:8])[CH:25]=1)[C:12]([NH:14][C:15]1[CH:19]=[CH:18][N:17]([CH:20]([CH3:21])[CH3:22])[N:16]=1)=[O:13])([C:33]([CH3:35])([CH3:36])[CH3:34])([CH3:32])[CH3:31]. The yield is 0.970.